This data is from Catalyst prediction with 721,799 reactions and 888 catalyst types from USPTO. The task is: Predict which catalyst facilitates the given reaction. (1) Reactant: Br[CH2:2][C:3]1[CH:8]=[CH:7][N:6]=[C:5]([C:9]([O:11][CH3:12])=[O:10])[CH:4]=1.[N-:13]=[N+:14]=[N-:15].[Na+]. Product: [N:13]([CH2:2][C:3]1[CH:8]=[CH:7][N:6]=[C:5]([C:9]([O:11][CH3:12])=[O:10])[CH:4]=1)=[N+:14]=[N-:15]. The catalyst class is: 24. (2) Reactant: [Br:1][C:2]1[C:3](=[O:31])[N:4]([C:19]2[C:24]([F:25])=[CH:23][C:22](/[CH:26]=[CH:27]/[CH2:28][OH:29])=[CH:21][C:20]=2[F:30])[C:5]([CH3:18])=[CH:6][C:7]=1[O:8][CH2:9][C:10]1[CH:15]=[CH:14][C:13]([F:16])=[CH:12][C:11]=1[F:17].ClC(Cl)(Cl)[C:34]([N:36]=C=O)=[O:35]. Product: [C:34](=[O:35])([O:29][CH2:28]/[CH:27]=[CH:26]/[C:22]1[CH:21]=[C:20]([F:30])[C:19]([N:4]2[C:5]([CH3:18])=[CH:6][C:7]([O:8][CH2:9][C:10]3[CH:15]=[CH:14][C:13]([F:16])=[CH:12][C:11]=3[F:17])=[C:2]([Br:1])[C:3]2=[O:31])=[C:24]([F:25])[CH:23]=1)[NH2:36]. The catalyst class is: 2. (3) Reactant: [CH:1]([C:3]1[C:12]2[C:7](=[CH:8][CH:9]=[CH:10][CH:11]=2)[C:6]([O:13][C:14]2[CH:22]=[CH:21][C:17]([C:18]([NH2:20])=[O:19])=[CH:16][N:15]=2)=[CH:5][N:4]=1)=O.[CH3:23][CH:24]([CH3:28])[CH2:25][CH2:26][NH2:27].[BH-](OC(C)=O)(OC(C)=O)OC(C)=O.[Na+].C(O)(=O)C.C([O-])(O)=O.[Na+]. Product: [CH3:23][CH:24]([CH3:28])[CH2:25][CH2:26][NH:27][CH2:1][C:3]1[C:12]2[C:7](=[CH:8][CH:9]=[CH:10][CH:11]=2)[C:6]([O:13][C:14]2[CH:22]=[CH:21][C:17]([C:18]([NH2:20])=[O:19])=[CH:16][N:15]=2)=[CH:5][N:4]=1. The catalyst class is: 68. (4) Reactant: [C:1]([O:5][C:6](=[O:36])[NH:7][C@@H:8]([CH2:26][C:27]1[C:35]2[C:30](=[CH:31][CH:32]=[CH:33][CH:34]=2)[NH:29][CH:28]=1)[CH2:9][O:10][C:11]1[CH:12]=[N:13][CH:14]=[C:15]([C:17]2[CH:22]=[CH:21][C:20](F)=[C:19]([C:24]#[N:25])[CH:18]=2)[CH:16]=1)([CH3:4])([CH3:3])[CH3:2].[NH2:37][NH2:38]. Product: [C:1]([O:5][C:6](=[O:36])[NH:7][C@@H:8]([CH2:26][C:27]1[C:35]2[C:30](=[CH:31][CH:32]=[CH:33][CH:34]=2)[NH:29][CH:28]=1)[CH2:9][O:10][C:11]1[CH:12]=[N:13][CH:14]=[C:15]([C:17]2[CH:18]=[C:19]3[C:20](=[CH:21][CH:22]=2)[NH:38][N:37]=[C:24]3[NH2:25])[CH:16]=1)([CH3:4])([CH3:2])[CH3:3]. The catalyst class is: 170. (5) Reactant: C(N(C(C)C)C(C)C)C.[C:10]1(=[O:38])[N:14]([CH2:15][C@H:16]([OH:32])[CH2:17][NH:18][C:19]2[CH:24]=[CH:23][C:22]([N:25]3[CH2:30][CH2:29][O:28][CH2:27][CH2:26]3)=[C:21]([F:31])[CH:20]=2)[C:13](=[O:33])[C:12]2=[CH:34][CH:35]=[CH:36][CH:37]=[C:11]12.Cl[C:40]([O:42][CH2:43][CH3:44])=[O:41]. Product: [CH2:43]([O:42][C:40](=[O:41])[N:18]([CH2:17][C@H:16]([OH:32])[CH2:15][N:14]1[C:13](=[O:33])[C:12]2=[CH:34][CH:35]=[CH:36][CH:37]=[C:11]2[C:10]1=[O:38])[C:19]1[CH:24]=[CH:23][C:22]([N:25]2[CH2:26][CH2:27][O:28][CH2:29][CH2:30]2)=[C:21]([F:31])[CH:20]=1)[CH3:44]. The catalyst class is: 2. (6) Reactant: [C:1]([C:5]1[CH:33]=[CH:32][CH:31]=[CH:30][C:6]=1[O:7][CH2:8][CH2:9][N:10]([CH3:29])[C:11]([C:13]1[C:21]2[CH2:20][CH2:19][N:18](C(OC(C)(C)C)=O)[CH2:17][C:16]=2[NH:15][N:14]=1)=[O:12])([CH3:4])([CH3:3])[CH3:2].[ClH:34]. Product: [ClH:34].[C:1]([C:5]1[CH:33]=[CH:32][CH:31]=[CH:30][C:6]=1[O:7][CH2:8][CH2:9][N:10]([CH3:29])[C:11]([C:13]1[C:21]2[CH2:20][CH2:19][NH:18][CH2:17][C:16]=2[NH:15][N:14]=1)=[O:12])([CH3:4])([CH3:2])[CH3:3]. The catalyst class is: 158. (7) Reactant: Cl[CH2:2][CH:3]([CH2:24]Cl)[CH2:4][C:5]1[N:17]=[C:16]2[N:7]([C:8]([NH2:23])=[N:9][C:10]3[C:15]2=[CH:14][CH:13]=[C:12]2[O:18][C:19]([F:22])([F:21])[O:20][C:11]=32)[N:6]=1.[CH:26]1([NH2:30])[CH2:29][CH2:28][CH2:27]1.C(N(CC)C(C)C)(C)C. Product: [CH:26]1([N:30]2[CH2:24][CH:3]([CH2:4][C:5]3[N:17]=[C:16]4[N:7]([C:8]([NH2:23])=[N:9][C:10]5[C:15]4=[CH:14][CH:13]=[C:12]4[O:18][C:19]([F:22])([F:21])[O:20][C:11]=54)[N:6]=3)[CH2:2]2)[CH2:29][CH2:28][CH2:27]1. The catalyst class is: 9.